From a dataset of Reaction yield outcomes from USPTO patents with 853,638 reactions. Predict the reaction yield, written as a fraction of the theoretical maximum amount of product (1.0 means a 100% yield; for example, 0.34 means a 34% yield). (1) The reactants are [CH3:1][N:2]1[CH2:7][CH:6]=[C:5](B2OC(C)(C)C(C)(C)O2)[CH2:4][CH2:3]1.Br[C:18]1[CH:23]=[C:22]([O:24][CH3:25])[C:21]([NH:26][C:27]2[N:32]=[C:31]([C:33]3[CH:34]=[N:35][N:36]4[CH2:41][CH2:40][CH2:39][CH2:38][C:37]=34)[CH:30]=[CH:29][N:28]=2)=[CH:20][C:19]=1[NH2:42].[O-]P([O-])([O-])=O.[K+].[K+].[K+]. The catalyst is O1CCOCC1.O. The product is [CH3:25][O:24][C:22]1[CH:23]=[C:18]([C:5]2[CH2:4][CH2:3][N:2]([CH3:1])[CH2:7][CH:6]=2)[C:19]([NH2:42])=[CH:20][C:21]=1[NH:26][C:27]1[N:32]=[C:31]([C:33]2[CH:34]=[N:35][N:36]3[CH2:41][CH2:40][CH2:39][CH2:38][C:37]=23)[CH:30]=[CH:29][N:28]=1. The yield is 0.720. (2) The reactants are F[C:2]1[CH:7]=[CH:6][C:5]([N+:8]([O-:10])=[O:9])=[CH:4][CH:3]=1.[C:11]([O:15][C:16]([N:18]1[CH2:23][CH2:22][NH:21][CH2:20][CH2:19]1)=[O:17])([CH3:14])([CH3:13])[CH3:12].C(N(CC)C(C)C)(C)C.CCOCC. The catalyst is C(OCC)(=O)C. The product is [C:11]([O:15][C:16]([N:18]1[CH2:23][CH2:22][N:21]([C:2]2[CH:7]=[CH:6][C:5]([N+:8]([O-:10])=[O:9])=[CH:4][CH:3]=2)[CH2:20][CH2:19]1)=[O:17])([CH3:14])([CH3:12])[CH3:13]. The yield is 0.770.